This data is from NCI-60 drug combinations with 297,098 pairs across 59 cell lines. The task is: Regression. Given two drug SMILES strings and cell line genomic features, predict the synergy score measuring deviation from expected non-interaction effect. (1) Drug 1: CC(C1=C(C=CC(=C1Cl)F)Cl)OC2=C(N=CC(=C2)C3=CN(N=C3)C4CCNCC4)N. Drug 2: CC1CCC2CC(C(=CC=CC=CC(CC(C(=O)C(C(C(=CC(C(=O)CC(OC(=O)C3CCCCN3C(=O)C(=O)C1(O2)O)C(C)CC4CCC(C(C4)OC)OCCO)C)C)O)OC)C)C)C)OC. Cell line: OVCAR3. Synergy scores: CSS=24.1, Synergy_ZIP=6.62, Synergy_Bliss=6.12, Synergy_Loewe=-8.47, Synergy_HSA=3.98. (2) Drug 1: CN1CCC(CC1)COC2=C(C=C3C(=C2)N=CN=C3NC4=C(C=C(C=C4)Br)F)OC. Drug 2: CNC(=O)C1=CC=CC=C1SC2=CC3=C(C=C2)C(=NN3)C=CC4=CC=CC=N4. Cell line: U251. Synergy scores: CSS=19.6, Synergy_ZIP=2.08, Synergy_Bliss=3.08, Synergy_Loewe=4.03, Synergy_HSA=5.28. (3) Drug 1: C1=C(C(=O)NC(=O)N1)F. Drug 2: C1C(C(OC1N2C=NC3=C(N=C(N=C32)Cl)N)CO)O. Cell line: HT29. Synergy scores: CSS=47.2, Synergy_ZIP=-1.54, Synergy_Bliss=-2.71, Synergy_Loewe=-0.398, Synergy_HSA=0.0576. (4) Drug 1: CC=C1C(=O)NC(C(=O)OC2CC(=O)NC(C(=O)NC(CSSCCC=C2)C(=O)N1)C(C)C)C(C)C. Drug 2: CC(C)NC(=O)C1=CC=C(C=C1)CNNC.Cl. Cell line: HOP-92. Synergy scores: CSS=28.9, Synergy_ZIP=-0.0486, Synergy_Bliss=2.19, Synergy_Loewe=-56.3, Synergy_HSA=1.78. (5) Drug 1: CNC(=O)C1=NC=CC(=C1)OC2=CC=C(C=C2)NC(=O)NC3=CC(=C(C=C3)Cl)C(F)(F)F. Drug 2: COCCOC1=C(C=C2C(=C1)C(=NC=N2)NC3=CC=CC(=C3)C#C)OCCOC.Cl. Cell line: HOP-62. Synergy scores: CSS=18.7, Synergy_ZIP=3.80, Synergy_Bliss=3.27, Synergy_Loewe=1.43, Synergy_HSA=1.80. (6) Drug 1: C1CCC(CC1)NC(=O)N(CCCl)N=O. Drug 2: C#CCC(CC1=CN=C2C(=N1)C(=NC(=N2)N)N)C3=CC=C(C=C3)C(=O)NC(CCC(=O)O)C(=O)O. Cell line: A549. Synergy scores: CSS=13.0, Synergy_ZIP=-6.12, Synergy_Bliss=2.81, Synergy_Loewe=2.30, Synergy_HSA=1.78. (7) Drug 1: CN1CCC(CC1)COC2=C(C=C3C(=C2)N=CN=C3NC4=C(C=C(C=C4)Br)F)OC. Drug 2: COC1=CC(=CC(=C1O)OC)C2C3C(COC3=O)C(C4=CC5=C(C=C24)OCO5)OC6C(C(C7C(O6)COC(O7)C8=CC=CS8)O)O. Cell line: 786-0. Synergy scores: CSS=38.7, Synergy_ZIP=7.92, Synergy_Bliss=7.90, Synergy_Loewe=-3.52, Synergy_HSA=9.29. (8) Drug 1: C1=CN(C=N1)CC(O)(P(=O)(O)O)P(=O)(O)O. Drug 2: C1CN(CCN1C(=O)CCBr)C(=O)CCBr. Cell line: SF-539. Synergy scores: CSS=9.27, Synergy_ZIP=-4.72, Synergy_Bliss=2.72, Synergy_Loewe=-0.831, Synergy_HSA=1.17.